From a dataset of Catalyst prediction with 721,799 reactions and 888 catalyst types from USPTO. Predict which catalyst facilitates the given reaction. (1) Reactant: [NH2:1][C@H:2]([C@H:7]1[O:15][C@H:14]2[C@H:10]([N:11]=[C:12]([N:16]([CH3:18])[CH3:17])[S:13]2)[C@@H:9]([OH:19])[C@@H:8]1[OH:20])[C:3]([F:6])([F:5])[F:4].[C:21](=O)([O-])[O-].[K+].[K+].CI.CNC. Product: [CH3:17][N:16]([CH3:18])[C:12]1[S:13][C@H:14]2[O:15][C@H:7]([C@@H:2]([NH:1][CH3:21])[C:3]([F:6])([F:5])[F:4])[C@@H:8]([OH:20])[C@H:9]([OH:19])[C@H:10]2[N:11]=1. The catalyst class is: 121. (2) The catalyst class is: 2. Product: [CH3:1][O:2][C:3](=[O:16])[CH2:4][C:5]1[S:6][C:7]([C:10]2[N:11]=[C:12]([NH:15][C:17](=[O:19])[CH3:18])[S:13][CH:14]=2)=[CH:8][CH:9]=1. Reactant: [CH3:1][O:2][C:3](=[O:16])[CH2:4][C:5]1[S:6][C:7]([C:10]2[N:11]=[C:12]([NH2:15])[S:13][CH:14]=2)=[CH:8][CH:9]=1.[C:17](OC(=O)C)(=[O:19])[CH3:18].